This data is from hERG Central: cardiac toxicity at 1µM, 10µM, and general inhibition. The task is: Predict hERG channel inhibition at various concentrations. (1) The compound is Cl.OCCCN1CCN(CCCOc2ccccc2-c2ccccc2)CC1. Results: hERG_inhib (hERG inhibition (general)): blocker. (2) The molecule is C=CCn1c(SCc2ccc(C#N)cc2)nnc1-c1ccc(C)cc1. Results: hERG_inhib (hERG inhibition (general)): blocker. (3) The molecule is COc1nc(NCCN2CCOCC2)nc(Nc2ccc([N+](=O)[O-])cc2)n1. Results: hERG_inhib (hERG inhibition (general)): blocker. (4) The drug is CC(C)CCN1CCN(C2CCN(c3ccccc3)CC2)CC1CCO. Results: hERG_inhib (hERG inhibition (general)): blocker. (5) The molecule is COc1ccc(C[C@H]2CN3C(=NC[C@@H]3C(C)C)N2CCNC(=O)c2ccc(C)c(Br)c2)cc1. Results: hERG_inhib (hERG inhibition (general)): blocker. (6) The molecule is CCc1ccc(C(=O)c2cnc3ccc(OC)cc3c2N2CCN(CC)CC2)cc1. Results: hERG_inhib (hERG inhibition (general)): blocker. (7) The molecule is CCOc1cc(CNC2CCCC2)ccc1OCc1ccccc1Cl.Cl. Results: hERG_inhib (hERG inhibition (general)): blocker.